From a dataset of Full USPTO retrosynthesis dataset with 1.9M reactions from patents (1976-2016). Predict the reactants needed to synthesize the given product. (1) Given the product [Cl:1][C:2]1[N:11]=[C:10]([NH:14][C:15]2[CH:20]=[CH:19][C:18]([CH:21]3[CH2:26][CH2:25][N:24]([C:27]([O:29][C:30]([CH3:32])([CH3:31])[CH3:33])=[O:28])[CH2:23][CH2:22]3)=[C:17]([CH3:34])[CH:16]=2)[C:9]2[C:8](=[O:13])[NH:7][CH:6]=[CH:5][C:4]=2[CH:3]=1, predict the reactants needed to synthesize it. The reactants are: [Cl:1][C:2]1[CH:3]=[C:4]2[C:9](=[C:10](Cl)[N:11]=1)[C:8](=[O:13])[NH:7][CH:6]=[CH:5]2.[NH2:14][C:15]1[CH:20]=[CH:19][C:18]([CH:21]2[CH2:26][CH2:25][N:24]([C:27]([O:29][C:30]([CH3:33])([CH3:32])[CH3:31])=[O:28])[CH2:23][CH2:22]2)=[C:17]([CH3:34])[CH:16]=1. (2) The reactants are: [NH2:1][C:2](=[O:47])[CH2:3][C:4]1[CH:46]=[CH:45][CH:44]=[CH:43][C:5]=1[CH2:6][CH2:7][C:8]1[C:13]([C:14]([F:17])([F:16])[F:15])=[CH:12][N:11]=[C:10]([NH:18][C:19]2[CH:24]=[CH:23][C:22]([CH:25]3[CH2:30][CH2:29][N:28](C(OC(C)(C)C)=O)[CH2:27][CH2:26]3)=[CH:21][C:20]=2[O:38][C:39]([F:42])([F:41])[F:40])[N:9]=1.FC(F)(F)C(O)=O. Given the product [NH3:1].[NH:28]1[CH2:29][CH2:30][CH:25]([C:22]2[CH:23]=[CH:24][C:19]([NH:18][C:10]3[N:9]=[C:8]([CH2:7][CH2:6][C:5]4[CH:43]=[CH:44][CH:45]=[CH:46][C:4]=4[CH2:3][C:2]([NH2:1])=[O:47])[C:13]([C:14]([F:16])([F:17])[F:15])=[CH:12][N:11]=3)=[C:20]([O:38][C:39]([F:41])([F:40])[F:42])[CH:21]=2)[CH2:26][CH2:27]1, predict the reactants needed to synthesize it. (3) Given the product [CH2:46]([NH:47][C:12]([CH:8]1[CH2:7][C:6](=[O:15])[C:5]2[C:10](=[CH:11][C:2]([OH:1])=[CH:3][CH:4]=2)[O:9]1)=[O:14])[C:40]1[CH:45]=[CH:44][CH:43]=[CH:42][CH:41]=1, predict the reactants needed to synthesize it. The reactants are: [OH:1][C:2]1[CH:11]=[C:10]2[C:5]([C:6](=[O:15])[CH2:7][CH:8]([C:12]([OH:14])=O)[O:9]2)=[CH:4][CH:3]=1.CN(C(ON1N=NC2C=CC=NC1=2)=[N+](C)C)C.F[P-](F)(F)(F)(F)F.[C:40]1([CH2:46][NH2:47])[CH:45]=[CH:44][CH:43]=[CH:42][CH:41]=1.CCN(C(C)C)C(C)C.